Regression. Given a peptide amino acid sequence and an MHC pseudo amino acid sequence, predict their binding affinity value. This is MHC class II binding data. From a dataset of Peptide-MHC class II binding affinity with 134,281 pairs from IEDB. The peptide sequence is VATLSEALRIIAGTL. The MHC is HLA-DPA10201-DPB11401 with pseudo-sequence HLA-DPA10201-DPB11401. The binding affinity (normalized) is 0.511.